This data is from Experimentally validated miRNA-target interactions with 360,000+ pairs, plus equal number of negative samples. The task is: Binary Classification. Given a miRNA mature sequence and a target amino acid sequence, predict their likelihood of interaction. (1) Result: 0 (no interaction). The protein sequence of the target gene is MITEGAQAPRLLLPPLLLLLTLPATGSDPVLCFTQYEESSGKCKGLLGGGVSVEDCCLNTAFAYQKRSGGLCQPCRSPRWSLWSTWAPCSVTCSEGSQLRYRRCVGWNGQCSGKVAPGTLEWQLQACEDQQCCPEMGGWSGWGPWEPCSVTCSKGTRTRRRACNHPAPKCGGHCPGQAQESEACDTQQVCPTHGAWATWGPWTPCSASCHGGPHEPKETRSRKCSAPEPSQKPPGKPCPGLAYEQRRCTGLPPCPVAGGWGPWGPVSPCPVTCGLGQTMEQRTCNHPVPQHGGPFCAGDA.... The miRNA is hsa-miR-548ah-3p with sequence CAAAAACUGCAGUUACUUUUGC. (2) The miRNA is mmu-miR-148b-3p with sequence UCAGUGCAUCACAGAACUUUGU. The protein sequence of the target gene is MEELDALLEELERSTLQDSDEYSNPAPLPLDQHSRKETNLDETSEILSIQDNTSPLPAQLVYTTNIQELNVYSEAQEPKESPPPSKTSAAAQLDELMAHLTEMQAKVAVRADAGKKHLPDKQDHKASLDSMLGGLEQELQDLGIATVPKGHCASCQKPIAGKVIHALGQSWHPEHFVCTHCKEEIGSSPFFERSGLAYCPNDYHQLFSPRCAYCAAPILDKVLTAMNQTWHPEHFFCSHCGEVFGAEGFHEKDKKPYCRKDFLAMFSPKCGGCNRPVLENYLSAMDTVWHPECFVCGDCF.... Result: 0 (no interaction).